This data is from Forward reaction prediction with 1.9M reactions from USPTO patents (1976-2016). The task is: Predict the product of the given reaction. (1) Given the reactants Br[C:2]1[CH:7]=[CH:6][CH:5]=[C:4]([Cl:8])[CH:3]=1.[Li]CCCC.[Br:14][C:15]1[CH:16]=[C:17]([CH:20]=[CH:21][CH:22]=1)[CH:18]=[O:19].[NH4+].[Cl-], predict the reaction product. The product is: [Br:14][C:15]1[CH:16]=[C:17]([CH:18]([C:2]2[CH:7]=[CH:6][CH:5]=[C:4]([Cl:8])[CH:3]=2)[OH:19])[CH:20]=[CH:21][CH:22]=1. (2) The product is: [C:27]([CH:25]([NH:24][C:23]([C:18]1[CH:17]=[CH:16][C:15]2[C:20](=[CH:21][CH:22]=[C:13]([C:11]3[N:10]([CH:31]4[CH2:36][CH2:35][CH2:34][CH2:33][CH2:32]4)[C:9]4[CH:37]=[CH:38][C:6]([C:4]([OH:3])=[O:5])=[CH:7][C:8]=4[N:12]=3)[CH:14]=2)[N:19]=1)=[O:30])[CH2:26][C:42]1[CH:47]=[CH:46][CH:45]=[CH:44][CH:43]=1)(=[O:29])[NH2:28]. Given the reactants C([O:3][C:4]([C:6]1[CH:38]=[CH:37][C:9]2[N:10]([CH:31]3[CH2:36][CH2:35][CH2:34][CH2:33][CH2:32]3)[C:11]([C:13]3[CH:14]=[C:15]4[C:20](=[CH:21][CH:22]=3)[N:19]=[C:18]([C:23](=[O:30])[NH:24][CH:25]([C:27](=[O:29])[NH2:28])[CH3:26])[CH:17]=[CH:16]4)=[N:12][C:8]=2[CH:7]=1)=[O:5])C.N[C@H](C(N)=O)C[C:42]1[CH:47]=[CH:46][CH:45]=[CH:44][CH:43]=1.C(C(NC(C1C=CC2C(=CC=C(C3N(C4CCCCC4)C4C=CC(C(O)=O)=CC=4N=3)C=2)N=1)=O)C)(=O)N, predict the reaction product. (3) Given the reactants [Si:1]([O:8][C@H:9]1[CH2:18][C:17]2([CH2:21][CH2:20][CH2:19]2)[CH2:16][C:15]2[N:14]=[C:13]([CH:22]([CH3:24])[CH3:23])[C:12]([CH:25]=[O:26])=[C:11]([I:27])[C:10]1=2)([C:4]([CH3:7])([CH3:6])[CH3:5])([CH3:3])[CH3:2].Br[C:29]1[CH:34]=[CH:33][C:32]([C:35]([F:38])([F:37])[F:36])=[CH:31][N:30]=1, predict the reaction product. The product is: [Si:1]([O:8][C@H:9]1[CH2:18][C:17]2([CH2:21][CH2:20][CH2:19]2)[CH2:16][C:15]2[N:14]=[C:13]([CH:22]([CH3:23])[CH3:24])[C:12]([C@H:25]([C:29]3[CH:34]=[CH:33][C:32]([C:35]([F:38])([F:37])[F:36])=[CH:31][N:30]=3)[OH:26])=[C:11]([I:27])[C:10]1=2)([C:4]([CH3:5])([CH3:6])[CH3:7])([CH3:3])[CH3:2]. (4) Given the reactants [CH:1]1[C:12]2=[C:13]3[CH:8]([CH2:9][CH2:10][CH2:11]2)[CH2:7][CH2:6][CH2:5][C:4]3=[CH:3][C:2]=1[NH:14][C:15]([C:17]1[CH:26]=[CH:25][C:20]([C:21]([O:23]C)=[O:22])=[CH:19][CH:18]=1)=[O:16].[OH-].[Na+].Cl, predict the reaction product. The product is: [CH:3]1[C:4]2=[C:13]3[CH:8]([CH2:7][CH2:6][CH2:5]2)[CH2:9][CH2:10][CH2:11][C:12]3=[CH:1][C:2]=1[NH:14][C:15]([C:17]1[CH:18]=[CH:19][C:20]([C:21]([OH:23])=[O:22])=[CH:25][CH:26]=1)=[O:16].